Dataset: Catalyst prediction with 721,799 reactions and 888 catalyst types from USPTO. Task: Predict which catalyst facilitates the given reaction. (1) Reactant: [F:1][C:2]([F:16])([F:15])[C:3]1[C:4]([N:9]2[CH2:14][CH2:13][NH:12][CH2:11][CH2:10]2)=[N:5][CH:6]=[CH:7][CH:8]=1.[CH:17]1([CH2:23][C:24](O)=[O:25])[CH2:22][CH2:21][CH2:20][CH2:19][CH2:18]1.F[P-](F)(F)(F)(F)F.N1(O[P+](N(C)C)(N(C)C)N(C)C)C2C=CC=CC=2N=N1. Product: [CH:17]1([CH2:23][C:24]([N:12]2[CH2:11][CH2:10][N:9]([C:4]3[C:3]([C:2]([F:1])([F:15])[F:16])=[CH:8][CH:7]=[CH:6][N:5]=3)[CH2:14][CH2:13]2)=[O:25])[CH2:22][CH2:21][CH2:20][CH2:19][CH2:18]1. The catalyst class is: 9. (2) Reactant: Br[CH2:2][C:3]([C:5]1[CH:10]=[C:9]([Cl:11])[CH:8]=[CH:7][C:6]=1[O:12][CH3:13])=[O:4].C1N2CN3CN(C2)C[N:15]1C3. Product: [ClH:11].[NH2:15][CH2:2][C:3]([C:5]1[CH:10]=[C:9]([Cl:11])[CH:8]=[CH:7][C:6]=1[O:12][CH3:13])=[O:4]. The catalyst class is: 22. (3) Reactant: [CH2:1]([NH:8][C:9]([C:11]1[S:12][C:13]([C:17]#[N:18])=[CH:14][C:15]=1[CH3:16])=[O:10])[C:2]1[CH:7]=[CH:6][CH:5]=[CH:4][CH:3]=1.[C:19]1([CH2:25][C:26]([NH:28][NH2:29])=O)[CH:24]=[CH:23][CH:22]=[CH:21][CH:20]=1.C(=O)([O-])[O-].[K+].[K+]. Product: [CH2:1]([NH:8][C:9]([C:11]1[S:12][C:13]([C:17]2[N:18]=[C:26]([CH2:25][C:19]3[CH:24]=[CH:23][CH:22]=[CH:21][CH:20]=3)[NH:28][N:29]=2)=[CH:14][C:15]=1[CH3:16])=[O:10])[C:2]1[CH:7]=[CH:6][CH:5]=[CH:4][CH:3]=1. The catalyst class is: 51. (4) The catalyst class is: 10. Reactant: [Si:1]([O:18][CH2:19][CH2:20][CH:21]([C:30](=[N:41][O:42]C)[C:31]#[C:32][CH:33]1[CH2:36][CH:35]([CH2:37][CH:38]([CH3:40])[CH3:39])[CH2:34]1)[CH2:22][C:23]([O:25][C:26]([CH3:29])([CH3:28])[CH3:27])=[O:24])([C:14]([CH3:17])([CH3:16])[CH3:15])([C:8]1[CH:13]=[CH:12][CH:11]=[CH:10][CH:9]=1)[C:2]1[CH:7]=[CH:6][CH:5]=[CH:4][CH:3]=1.[I:44]I.S([O-])([O-])(=O)=S.[Na+].[Na+]. Product: [Si:1]([O:18][CH2:19][CH2:20][CH:21]([C:30]1[C:31]([I:44])=[C:32]([CH:33]2[CH2:36][CH:35]([CH2:37][CH:38]([CH3:39])[CH3:40])[CH2:34]2)[O:42][N:41]=1)[CH2:22][C:23]([O:25][C:26]([CH3:28])([CH3:27])[CH3:29])=[O:24])([C:14]([CH3:15])([CH3:17])[CH3:16])([C:8]1[CH:13]=[CH:12][CH:11]=[CH:10][CH:9]=1)[C:2]1[CH:7]=[CH:6][CH:5]=[CH:4][CH:3]=1. (5) Reactant: [C:1]([O:5][C:6]([NH:8][C@H:9]1[CH2:14][CH2:13][CH2:12][CH2:11][C@H:10]1[NH:15][C:16]1[C:27]([F:28])=[CH:26][C:19]([C:20]([O:22][CH:23]([CH3:25])[CH3:24])=[O:21])=[C:18]([Cl:29])[N:17]=1)=[O:7])([CH3:4])([CH3:3])[CH3:2].C=O.[CH:32](O)=O.[OH-].[Na+]. Product: [Cl:29][C:18]1[N:17]=[C:16]([N:15]2[C@@H:10]3[CH2:11][CH2:12][CH2:13][CH2:14][C@@H:9]3[N:8]([C:6]([O:5][C:1]([CH3:3])([CH3:4])[CH3:2])=[O:7])[CH2:32]2)[C:27]([F:28])=[CH:26][C:19]=1[C:20]([O:22][CH:23]([CH3:24])[CH3:25])=[O:21]. The catalyst class is: 1. (6) Product: [I:11][CH2:2][O:3][C:4](=[O:10])[CH:5]([CH2:8][CH3:9])[CH2:6][CH3:7]. The catalyst class is: 21. Reactant: Cl[CH2:2][O:3][C:4](=[O:10])[CH:5]([CH2:8][CH3:9])[CH2:6][CH3:7].[I-:11].[Na+].COC(C)(C)C.S([O-])([O-])(=O)=S.[Na+].[Na+].